Dataset: NCI-60 drug combinations with 297,098 pairs across 59 cell lines. Task: Regression. Given two drug SMILES strings and cell line genomic features, predict the synergy score measuring deviation from expected non-interaction effect. (1) Drug 1: C1=CC(=CC=C1CCCC(=O)O)N(CCCl)CCCl. Drug 2: CNC(=O)C1=NC=CC(=C1)OC2=CC=C(C=C2)NC(=O)NC3=CC(=C(C=C3)Cl)C(F)(F)F. Cell line: SF-268. Synergy scores: CSS=45.0, Synergy_ZIP=-10.9, Synergy_Bliss=-4.83, Synergy_Loewe=-4.02, Synergy_HSA=-3.28. (2) Drug 1: C1C(C(OC1N2C=C(C(=O)NC2=O)F)CO)O. Cell line: MDA-MB-231. Synergy scores: CSS=61.9, Synergy_ZIP=-6.77, Synergy_Bliss=-8.70, Synergy_Loewe=-3.93, Synergy_HSA=0.0620. Drug 2: N.N.Cl[Pt+2]Cl. (3) Drug 1: CC(C1=C(C=CC(=C1Cl)F)Cl)OC2=C(N=CC(=C2)C3=CN(N=C3)C4CCNCC4)N. Drug 2: C1=NC2=C(N=C(N=C2N1C3C(C(C(O3)CO)O)O)F)N. Cell line: UACC-257. Synergy scores: CSS=-2.75, Synergy_ZIP=0.495, Synergy_Bliss=-3.71, Synergy_Loewe=-5.77, Synergy_HSA=-5.10. (4) Synergy scores: CSS=14.7, Synergy_ZIP=0.247, Synergy_Bliss=7.36, Synergy_Loewe=7.26, Synergy_HSA=6.93. Drug 1: C1=NC2=C(N1)C(=S)N=C(N2)N. Cell line: RXF 393. Drug 2: CC1C(C(=O)NC(C(=O)N2CCCC2C(=O)N(CC(=O)N(C(C(=O)O1)C(C)C)C)C)C(C)C)NC(=O)C3=C4C(=C(C=C3)C)OC5=C(C(=O)C(=C(C5=N4)C(=O)NC6C(OC(=O)C(N(C(=O)CN(C(=O)C7CCCN7C(=O)C(NC6=O)C(C)C)C)C)C(C)C)C)N)C. (5) Drug 1: CC(C1=C(C=CC(=C1Cl)F)Cl)OC2=C(N=CC(=C2)C3=CN(N=C3)C4CCNCC4)N. Drug 2: CCN(CC)CCNC(=O)C1=C(NC(=C1C)C=C2C3=C(C=CC(=C3)F)NC2=O)C. Cell line: HOP-62. Synergy scores: CSS=-3.53, Synergy_ZIP=1.29, Synergy_Bliss=-1.78, Synergy_Loewe=-4.73, Synergy_HSA=-4.36. (6) Drug 1: CN(CCCl)CCCl.Cl. Drug 2: C1CNP(=O)(OC1)N(CCCl)CCCl. Cell line: EKVX. Synergy scores: CSS=10.5, Synergy_ZIP=-4.38, Synergy_Bliss=-5.54, Synergy_Loewe=-7.44, Synergy_HSA=-3.92. (7) Drug 1: CC12CCC3C(C1CCC2O)C(CC4=C3C=CC(=C4)O)CCCCCCCCCS(=O)CCCC(C(F)(F)F)(F)F. Drug 2: C1CNP(=O)(OC1)N(CCCl)CCCl. Cell line: TK-10. Synergy scores: CSS=-4.93, Synergy_ZIP=0.563, Synergy_Bliss=-5.17, Synergy_Loewe=-2.63, Synergy_HSA=-9.44. (8) Drug 1: CC1=C(C=C(C=C1)NC2=NC=CC(=N2)N(C)C3=CC4=NN(C(=C4C=C3)C)C)S(=O)(=O)N.Cl. Drug 2: CCCCC(=O)OCC(=O)C1(CC(C2=C(C1)C(=C3C(=C2O)C(=O)C4=C(C3=O)C=CC=C4OC)O)OC5CC(C(C(O5)C)O)NC(=O)C(F)(F)F)O. Cell line: SK-MEL-28. Synergy scores: CSS=5.48, Synergy_ZIP=3.77, Synergy_Bliss=8.40, Synergy_Loewe=5.47, Synergy_HSA=5.39. (9) Drug 1: C1CC(=O)NC(=O)C1N2CC3=C(C2=O)C=CC=C3N. Drug 2: C1=CC(=C2C(=C1NCCNCCO)C(=O)C3=C(C=CC(=C3C2=O)O)O)NCCNCCO. Cell line: SK-MEL-2. Synergy scores: CSS=47.6, Synergy_ZIP=0.789, Synergy_Bliss=2.31, Synergy_Loewe=-51.0, Synergy_HSA=3.34.